From a dataset of Forward reaction prediction with 1.9M reactions from USPTO patents (1976-2016). Predict the product of the given reaction. Given the reactants [BH-](O[C:11]([CH3:13])=O)(OC(C)=O)OC(C)=O.[Na+].O=[C:16]1[CH2:21][CH2:20][N:19]([C:22]([O:24][C:25]([CH3:28])(C)C)=[O:23])[CH2:18][CH2:17]1.[NH:29]1[CH2:34][CH2:33][CH:32]([O:35][CH2:36][C:37]([O:39][C:40]([CH3:43])([CH3:42])[CH3:41])=[O:38])[CH2:31][CH2:30]1.[OH-].[Na+].[CH2:46]1[CH2:50]OC[CH2:47]1, predict the reaction product. The product is: [C:40]([O:39][C:37]([CH2:36][O:35][CH:32]1[CH2:31][CH2:30][N:29]([CH:16]2[CH2:17][CH2:18][N:19]([C:22]([O:24][CH2:25][C:28]3[CH:13]=[CH:11][CH:50]=[CH:46][CH:47]=3)=[O:23])[CH2:20][CH2:21]2)[CH2:34][CH2:33]1)=[O:38])([CH3:43])([CH3:42])[CH3:41].